Dataset: Catalyst prediction with 721,799 reactions and 888 catalyst types from USPTO. Task: Predict which catalyst facilitates the given reaction. Reactant: [N:1]1[CH:2]=[CH:3][N:4]2[CH:9]=[C:8]([NH:10][C:11](=[O:32])[NH:12][C:13]3[CH:18]=[CH:17][C:16]([C:19]4[CH2:24][CH2:23][N:22](C(OC(C)(C)C)=O)[CH2:21][CH:20]=4)=[CH:15][CH:14]=3)[CH:7]=[CH:6][C:5]=12.FC(F)(F)C(O)=O. Product: [N:1]1[CH:2]=[CH:3][N:4]2[CH:9]=[C:8]([NH:10][C:11]([NH:12][C:13]3[CH:14]=[CH:15][C:16]([C:19]4[CH2:24][CH2:23][NH:22][CH2:21][CH:20]=4)=[CH:17][CH:18]=3)=[O:32])[CH:7]=[CH:6][C:5]=12. The catalyst class is: 4.